From a dataset of Forward reaction prediction with 1.9M reactions from USPTO patents (1976-2016). Predict the product of the given reaction. (1) Given the reactants C([O:3][C:4](=[O:35])[C:5]1[CH:10]=[CH:9][CH:8]=[C:7]([C:11]2[N:16]3[N:17]=[C:18]([NH:20][C:21]4[CH:26]=[CH:25][C:24]([O:27][CH2:28][CH2:29][N:30]5[CH2:34][CH2:33][CH2:32][CH2:31]5)=[CH:23][CH:22]=4)[N:19]=[C:15]3[CH:14]=[CH:13][CH:12]=2)[CH:6]=1)C.[OH-].[K+], predict the reaction product. The product is: [N:30]1([CH2:29][CH2:28][O:27][C:24]2[CH:25]=[CH:26][C:21]([NH:20][C:18]3[N:19]=[C:15]4[CH:14]=[CH:13][CH:12]=[C:11]([C:7]5[CH:6]=[C:5]([CH:10]=[CH:9][CH:8]=5)[C:4]([OH:35])=[O:3])[N:16]4[N:17]=3)=[CH:22][CH:23]=2)[CH2:31][CH2:32][CH2:33][CH2:34]1. (2) Given the reactants [CH:1]1([CH2:4][O:5][C:6]2[C:22]([F:23])=[CH:21][C:9]([C:10]([NH:12][C:13]3[CH:18]=[CH:17][C:16]([OH:19])=[CH:15][C:14]=3[OH:20])=O)=[CH:8][C:7]=2[F:24])[CH2:3][CH2:2]1.ClC(Cl)(Cl)C(Cl)(Cl)Cl.C1(P(C2C=CC=CC=2)C2C=CC=CC=2)C=CC=CC=1.C(N(CC)CC)C, predict the reaction product. The product is: [CH:1]1([CH2:4][O:5][C:6]2[C:22]([F:23])=[CH:21][C:9]([C:10]3[O:20][C:14]4[CH:15]=[C:16]([OH:19])[CH:17]=[CH:18][C:13]=4[N:12]=3)=[CH:8][C:7]=2[F:24])[CH2:3][CH2:2]1. (3) Given the reactants Cl.[CH3:2][NH:3][CH3:4].[CH2:5]=O.[CH3:7][CH:8]([CH3:14])[CH2:9][CH2:10][C:11](=[O:13])[CH3:12].[OH-].[Na+], predict the reaction product. The product is: [CH3:2][N:3]([CH2:5][CH:10]([CH2:9][CH:8]([CH3:14])[CH3:7])[C:11](=[O:13])[CH3:12])[CH3:4]. (4) Given the reactants C(N(CC)CC)C.Cl.[NH:9]1[CH2:16][CH2:15][CH2:14][C@H:10]1[C:11]([NH2:13])=[O:12].[C:17](Cl)([C:30]1[CH:35]=[CH:34][CH:33]=[CH:32][CH:31]=1)([C:24]1[CH:29]=[CH:28][CH:27]=[CH:26][CH:25]=1)[C:18]1[CH:23]=[CH:22][CH:21]=[CH:20][CH:19]=1, predict the reaction product. The product is: [C:17]([N:9]1[CH2:16][CH2:15][CH2:14][C@@H:10]1[C:11]([NH2:13])=[O:12])([C:18]1[CH:23]=[CH:22][CH:21]=[CH:20][CH:19]=1)([C:30]1[CH:31]=[CH:32][CH:33]=[CH:34][CH:35]=1)[C:24]1[CH:25]=[CH:26][CH:27]=[CH:28][CH:29]=1. (5) Given the reactants [F:1][C:2]([F:34])([F:33])[C:3]1[CH:4]=[C:5]([CH:26]=[C:27]([C:29]([F:32])([F:31])[F:30])[CH:28]=1)[CH2:6][O:7][CH2:8][CH:9]([C:20]1[CH:25]=[CH:24][CH:23]=[CH:22][CH:21]=1)[CH2:10][NH:11][C:12]([CH2:14][CH2:15][NH:16]C(=O)[O-])=[O:13].[ClH:35].O1CCOCC1, predict the reaction product. The product is: [ClH:35].[NH2:16][CH2:15][CH2:14][C:12]([NH:11][CH2:10][CH:9]([C:20]1[CH:21]=[CH:22][CH:23]=[CH:24][CH:25]=1)[CH2:8][O:7][CH2:6][C:5]1[CH:26]=[C:27]([C:29]([F:30])([F:32])[F:31])[CH:28]=[C:3]([C:2]([F:1])([F:33])[F:34])[CH:4]=1)=[O:13]. (6) Given the reactants [Cl:1][C:2]1[CH:7]=[C:6]([C:8]2[CH:13]=[N:12][CH:11]=[C:10]([CH3:14])[N:9]=2)[CH:5]=[CH:4][C:3]=1[C:15]1[C:26](=[O:27])[N:25]([CH2:28][C:29](O)=[O:30])[C:18]2[N:19]=[C:20]([NH:23][CH3:24])[N:21]=[CH:22][C:17]=2[CH:16]=1.[NH:32]1[CH2:36][CH2:35][CH2:34][C@@H:33]1[CH2:37][NH:38]C(=O)OC(C)(C)C, predict the reaction product. The product is: [NH2:38][CH2:37][C@H:33]1[CH2:34][CH2:35][CH2:36][N:32]1[C:29](=[O:30])[CH2:28][N:25]1[C:18]2[N:19]=[C:20]([NH:23][CH3:24])[N:21]=[CH:22][C:17]=2[CH:16]=[C:15]([C:3]2[CH:4]=[CH:5][C:6]([C:8]3[CH:13]=[N:12][CH:11]=[C:10]([CH3:14])[N:9]=3)=[CH:7][C:2]=2[Cl:1])[C:26]1=[O:27]. (7) Given the reactants [F:1][C:2]1[CH:7]=[CH:6][C:5]([C:8]2[S:12][C:11]([CH:13]=[O:14])=[N:10][N:9]=2)=[CH:4][CH:3]=1.[CH2:15]([Mg]Br)[CH3:16].C(OCC)C, predict the reaction product. The product is: [F:1][C:2]1[CH:3]=[CH:4][C:5]([C:8]2[S:12][C:11]([CH:13]([OH:14])[CH2:15][CH3:16])=[N:10][N:9]=2)=[CH:6][CH:7]=1.